From a dataset of Forward reaction prediction with 1.9M reactions from USPTO patents (1976-2016). Predict the product of the given reaction. Given the reactants Br[C:2]1[CH2:3][CH:4]([O:7][Si:8]([C:21]([CH3:24])([CH3:23])[CH3:22])([C:15]2[CH:20]=[CH:19][CH:18]=[CH:17][CH:16]=2)[C:9]2[CH:14]=[CH:13][CH:12]=[CH:11][CH:10]=2)[CH2:5][CH:6]=1.[CH3:25][C:26]1([CH3:42])[C:30]([CH3:32])([CH3:31])[O:29][B:28]([B:28]2[O:29][C:30]([CH3:32])([CH3:31])[C:26]([CH3:42])([CH3:25])[O:27]2)[O:27]1.C([O-])(=O)C.[K+].COCCOC, predict the reaction product. The product is: [C:21]([Si:8]([C:15]1[CH:20]=[CH:19][CH:18]=[CH:17][CH:16]=1)([C:9]1[CH:14]=[CH:13][CH:12]=[CH:11][CH:10]=1)[O:7][CH:4]1[CH2:5][CH:6]=[C:2]([B:28]2[O:29][C:30]([CH3:32])([CH3:31])[C:26]([CH3:42])([CH3:25])[O:27]2)[CH2:3]1)([CH3:24])([CH3:23])[CH3:22].